Dataset: NCI-60 drug combinations with 297,098 pairs across 59 cell lines. Task: Regression. Given two drug SMILES strings and cell line genomic features, predict the synergy score measuring deviation from expected non-interaction effect. Drug 1: CC1C(C(CC(O1)OC2CC(OC(C2O)C)OC3=CC4=CC5=C(C(=O)C(C(C5)C(C(=O)C(C(C)O)O)OC)OC6CC(C(C(O6)C)O)OC7CC(C(C(O7)C)O)OC8CC(C(C(O8)C)O)(C)O)C(=C4C(=C3C)O)O)O)O. Drug 2: CC(C)CN1C=NC2=C1C3=CC=CC=C3N=C2N. Cell line: MOLT-4. Synergy scores: CSS=56.7, Synergy_ZIP=0.714, Synergy_Bliss=-0.706, Synergy_Loewe=-1.68, Synergy_HSA=-2.08.